Dataset: Full USPTO retrosynthesis dataset with 1.9M reactions from patents (1976-2016). Task: Predict the reactants needed to synthesize the given product. (1) Given the product [C:1]([NH:8][C:9]1[CH:13]=[CH:12][S:11][C:10]=1[C:14]([O:16][CH3:17])=[O:15])(=[O:3])[CH3:2], predict the reactants needed to synthesize it. The reactants are: [C:1](OC(=O)C)(=[O:3])[CH3:2].[NH2:8][C:9]1[CH:13]=[CH:12][S:11][C:10]=1[C:14]([O:16][CH3:17])=[O:15]. (2) Given the product [Cl:1][C:2]1[CH:3]=[CH:4][C:5]([CH2:6][C@@H:7]([NH:8][CH2:36][CH2:37][NH:38][C:39](=[O:45])[O:40][C:41]([CH3:44])([CH3:43])[CH3:42])[C:9]([N:11]2[CH:16]3[CH2:17][CH2:18][CH:12]2[CH2:13][CH:14]([N:19]([CH:27]2[CH2:28][CH2:29][CH2:30][CH2:31][CH2:32]2)[C:20]([N:22]([CH2:23][CH3:24])[CH2:25][CH3:26])=[O:21])[CH2:15]3)=[O:10])=[CH:33][CH:34]=1, predict the reactants needed to synthesize it. The reactants are: [Cl:1][C:2]1[CH:34]=[CH:33][C:5]([CH2:6][C@H:7]([C:9]([N:11]2[CH:16]3[CH2:17][CH2:18][CH:12]2[CH2:13][CH:14]([N:19]([CH:27]2[CH2:32][CH2:31][CH2:30][CH2:29][CH2:28]2)[C:20]([N:22]([CH2:25][CH3:26])[CH2:23][CH3:24])=[O:21])[CH2:15]3)=[O:10])[NH2:8])=[CH:4][CH:3]=1.O=[CH:36][CH2:37][NH:38][C:39](=[O:45])[O:40][C:41]([CH3:44])([CH3:43])[CH3:42].C(O[BH-](OC(=O)C)OC(=O)C)(=O)C.[Na+]. (3) Given the product [Cl:33][C:34]1[CH:35]=[CH:36][C:37]([O:58][CH2:59][C:60]2[CH:61]=[CH:62][CH:63]=[CH:64][CH:65]=2)=[C:38]([CH2:40][C:41]2[S:42][CH:43]=[C:44]([C:46]3[NH:50][C:49]4[CH:51]=[CH:52][C:53]([CH2:55][CH:56]=[O:57])=[CH:54][C:48]=4[N:47]=3)[N:45]=2)[CH:39]=1, predict the reactants needed to synthesize it. The reactants are: ClC1C=CC(OCC2C=CC=CC=2)=C(CC2SC=C(C3NC4C=CC=C(C=O)C=4N=3)N=2)C=1.[Cl:33][C:34]1[CH:35]=[CH:36][C:37]([O:58][CH2:59][C:60]2[CH:65]=[CH:64][CH:63]=[CH:62][CH:61]=2)=[C:38]([CH2:40][C:41]2[S:42][CH:43]=[C:44]([C:46]3[NH:50][C:49]4[CH:51]=[CH:52][C:53]([CH2:55][CH2:56][OH:57])=[CH:54][C:48]=4[N:47]=3)[N:45]=2)[CH:39]=1. (4) Given the product [N:21]1[CH:26]=[C:25]([O:10][C:11]2[C:20]3[C:15](=[CH:16][CH:17]=[CH:18][CH:19]=3)[N:14]=[CH:13][N:12]=2)[CH:24]=[N:23][CH:22]=1, predict the reactants needed to synthesize it. The reactants are: N1C2C(=NC=CC=2)N([O:10][C:11]2[C:20]3[C:15](=[CH:16][CH:17]=[CH:18][CH:19]=3)[N:14]=[CH:13][N:12]=2)N=1.[N:21]1[CH:26]=[C:25](B(O)O)[CH:24]=[N:23][CH:22]=1.C([O-])([O-])=O.[Cs+].[Cs+]. (5) Given the product [OH:36][C@@H:37]([CH3:41])[C:38]([N:2]1[CH2:3][CH2:4][CH:5]([NH:8][C:9]([C:11]2[C:15]3[N:16]=[CH:17][N:18]=[C:19]([C:20]4[CH:25]=[C:24]([F:26])[CH:23]=[CH:22][C:21]=4[O:27][CH2:28][CH:29]4[CH2:30][CH2:31]4)[C:14]=3[NH:13][C:12]=2[CH3:32])=[O:10])[CH2:6][CH2:7]1)=[O:39], predict the reactants needed to synthesize it. The reactants are: Cl.[NH:2]1[CH2:7][CH2:6][CH:5]([NH:8][C:9]([C:11]2[C:15]3[N:16]=[CH:17][N:18]=[C:19]([C:20]4[CH:25]=[C:24]([F:26])[CH:23]=[CH:22][C:21]=4[O:27][CH2:28][CH:29]4[CH2:31][CH2:30]4)[C:14]=3[NH:13][C:12]=2[CH3:32])=[O:10])[CH2:4][CH2:3]1.C([O:36][C@@H:37]([CH3:41])[C:38](Cl)=[O:39])(=O)C. (6) Given the product [C:1]([O:5][C:6](=[O:11])[NH:7][CH2:8][CH2:9][NH:10][CH2:17][C:16]1[CH:19]=[CH:20][C:13]([Cl:12])=[CH:14][CH:15]=1)([CH3:4])([CH3:2])[CH3:3], predict the reactants needed to synthesize it. The reactants are: [C:1]([O:5][C:6](=[O:11])[NH:7][CH2:8][CH2:9][NH2:10])([CH3:4])([CH3:3])[CH3:2].[Cl:12][C:13]1[CH:20]=[CH:19][C:16]([CH:17]=O)=[CH:15][CH:14]=1.C(O[BH-](OC(=O)C)OC(=O)C)(=O)C.[Na+]. (7) The reactants are: [Br:1][C:2]1[CH:14]=[CH:13][C:5]([C:6]([CH2:8][CH2:9][C:10]([OH:12])=[O:11])=[O:7])=[CH:4][CH:3]=1.[N+:15]([O-])([OH:17])=[O:16]. Given the product [Br:1][C:2]1[CH:3]=[CH:4][C:5]([C:6]([CH2:8][CH2:9][C:10]([OH:12])=[O:11])=[O:7])=[CH:13][C:14]=1[N+:15]([O-:17])=[O:16], predict the reactants needed to synthesize it. (8) Given the product [Cl:1][C:2]1[CH:26]=[CH:25][C:24]([C:42]2[C:37]([Cl:36])=[CH:38][CH:39]=[C:40]([CH2:44][C:45]#[N:46])[N:41]=2)=[CH:23][C:3]=1[C:4]([NH:6][C:7]1[N:11]([C:12]2[CH:13]=[CH:14][CH:15]=[CH:16][CH:17]=2)[N:10]=[C:9]([C:18]([O:20][CH2:21][CH3:22])=[O:19])[CH:8]=1)=[O:5], predict the reactants needed to synthesize it. The reactants are: [Cl:1][C:2]1[CH:26]=[CH:25][C:24](B2OC(C)(C)C(C)(C)O2)=[CH:23][C:3]=1[C:4]([NH:6][C:7]1[N:11]([C:12]2[CH:17]=[CH:16][CH:15]=[CH:14][CH:13]=2)[N:10]=[C:9]([C:18]([O:20][CH2:21][CH3:22])=[O:19])[CH:8]=1)=[O:5].[Cl:36][C:37]1[CH:38]=[CH:39][C:40]([CH2:44][C:45]#[N:46])=[N:41][C:42]=1Cl.C([O-])([O-])=O.[Na+].[Na+]. (9) Given the product [CH3:9][C:4]1[CH:3]=[C:2]([C:14]2[CH:15]=[CH:16][C:11]([CH3:10])=[CH:12][CH:13]=2)[CH:8]=[CH:7][C:5]=1[NH2:6], predict the reactants needed to synthesize it. The reactants are: Br[C:2]1[CH:8]=[CH:7][C:5]([NH2:6])=[C:4]([CH3:9])[CH:3]=1.[CH3:10][C:11]1[CH:16]=[CH:15][C:14](B(O)O)=[CH:13][CH:12]=1. (10) The reactants are: C(OC(=O)[NH:10][CH2:11][CH2:12][N:13]1[CH2:19][CH2:18][CH2:17][N:16]([C:20]2[C:29]3[C:24](=[CH:25][CH:26]=[C:27]([O:30][CH3:31])[N:28]=3)[N:23]=[CH:22][CH:21]=2)[CH2:15][CH2:14]1)C1C=CC=CC=1.[ClH:33].O1CCOCC1.[H][H]. Given the product [ClH:33].[CH3:31][O:30][C:27]1[N:28]=[C:29]2[C:24](=[CH:25][CH:26]=1)[N:23]=[CH:22][CH:21]=[C:20]2[N:16]1[CH2:17][CH2:18][CH2:19][N:13]([CH2:12][CH2:11][NH2:10])[CH2:14][CH2:15]1, predict the reactants needed to synthesize it.